This data is from Forward reaction prediction with 1.9M reactions from USPTO patents (1976-2016). The task is: Predict the product of the given reaction. (1) Given the reactants Cl[C:2]1[CH:3]=[C:4]([NH:11][C:12]2[CH:17]=[CH:16][CH:15]=[C:14]([N:18]3[CH2:22][CH2:21][CH2:20][CH:19]3[CH3:23])[N:13]=2)[C:5]2[N:6]([CH:8]=[CH:9][N:10]=2)[N:7]=1.CC1(C)C(C)(C)OB([C:32]2[CH:33]=[C:34]3[C:38](=[CH:39][CH:40]=2)[NH:37][N:36]=[CH:35]3)O1.CC(C1C=C(C(C)C)C(C2C=CC=CC=2P(C2CCCCC2)C2CCCCC2)=C(C(C)C)C=1)C.C([O-])([O-])=O.[Na+].[Na+], predict the reaction product. The product is: [NH:37]1[C:38]2[C:34](=[CH:33][C:32]([C:2]3[CH:3]=[C:4]([NH:11][C:12]4[CH:17]=[CH:16][CH:15]=[C:14]([N:18]5[CH2:22][CH2:21][CH2:20][CH:19]5[CH3:23])[N:13]=4)[C:5]4[N:6]([CH:8]=[CH:9][N:10]=4)[N:7]=3)=[CH:40][CH:39]=2)[CH:35]=[N:36]1. (2) Given the reactants [CH2:1]([O:8][C:9]([N:11]([CH2:32][C:33]([N:35]1[CH2:39][C@@H:38]([F:40])[CH2:37][C@H:36]1[C:41]#[N:42])=[O:34])[C:12]12[CH2:19][CH2:18][C:15]([C:20](ON3C4C=CC=CC=4N=N3)=[O:21])([CH2:16][CH2:17]1)[CH2:14][CH2:13]2)=[O:10])[C:2]1[CH:7]=[CH:6][CH:5]=[CH:4][CH:3]=1.Cl.[F:44][C:45]1([F:50])[CH2:49][CH2:48][NH:47][CH2:46]1, predict the reaction product. The product is: [CH2:1]([O:8][C:9]([N:11]([CH2:32][C:33]([N:35]1[CH2:39][C@@H:38]([F:40])[CH2:37][C@H:36]1[C:41]#[N:42])=[O:34])[C:12]12[CH2:19][CH2:18][C:15]([C:20]([N:47]3[CH2:48][CH2:49][C:45]([F:50])([F:44])[CH2:46]3)=[O:21])([CH2:16][CH2:17]1)[CH2:14][CH2:13]2)=[O:10])[C:2]1[CH:3]=[CH:4][CH:5]=[CH:6][CH:7]=1. (3) Given the reactants [F:1][C:2]([F:49])([F:48])[CH2:3][N:4]1[CH2:9][CH2:8][N:7]([CH2:10][CH2:11][O:12][CH2:13][C:14]2[CH:19]=[CH:18][CH:17]=[CH:16][C:15]=2[C:20]2[CH:21]=[C:22]3[C:27](=[C:28]([O:30]COCC[Si](C)(C)C)[CH:29]=2)[N:26]=[CH:25][N:24](COCC[Si](C)(C)C)[C:23]3=[O:47])[CH2:6][CH2:5]1.[F:50][C:51]([F:56])([F:55])[C:52]([OH:54])=[O:53], predict the reaction product. The product is: [F:50][C:51]([F:56])([F:55])[C:52]([OH:54])=[O:53].[OH:30][C:28]1[CH:29]=[C:20]([C:15]2[CH:16]=[CH:17][CH:18]=[CH:19][C:14]=2[CH2:13][O:12][CH2:11][CH2:10][N:7]2[CH2:8][CH2:9][N:4]([CH2:3][C:2]([F:49])([F:48])[F:1])[CH2:5][CH2:6]2)[CH:21]=[C:22]2[C:27]=1[N:26]=[CH:25][NH:24][C:23]2=[O:47]. (4) Given the reactants [CH3:1][O:2][C:3](=[O:27])[C:4]1[CH:9]=[CH:8][C:7]([N+:10]([O-])=O)=[C:6]([CH2:13][S:14]([C:17]2[C:26]3[C:21](=[CH:22][CH:23]=[CH:24][CH:25]=3)[CH:20]=[CH:19][CH:18]=2)(=[O:16])=[O:15])[CH:5]=1.CO, predict the reaction product. The product is: [CH3:1][O:2][C:3](=[O:27])[C:4]1[CH:9]=[CH:8][C:7]([NH2:10])=[C:6]([CH2:13][S:14]([C:17]2[C:26]3[C:21](=[CH:22][CH:23]=[CH:24][CH:25]=3)[CH:20]=[CH:19][CH:18]=2)(=[O:15])=[O:16])[CH:5]=1.